This data is from Peptide-MHC class II binding affinity with 134,281 pairs from IEDB. The task is: Regression. Given a peptide amino acid sequence and an MHC pseudo amino acid sequence, predict their binding affinity value. This is MHC class II binding data. (1) The peptide sequence is LVSFLLLAGRSCGMY. The MHC is DRB1_1101 with pseudo-sequence DRB1_1101. The binding affinity (normalized) is 0.809. (2) The peptide sequence is KKDQVVMTSLALVGAALK. The MHC is DRB3_0301 with pseudo-sequence DRB3_0301. The binding affinity (normalized) is 0.851. (3) The binding affinity (normalized) is 0.348. The MHC is DRB1_0901 with pseudo-sequence DRB1_0901. The peptide sequence is KKITKVIMGAVLIWVGI. (4) The peptide sequence is EAMSQANSAILMQR. The MHC is DRB5_0101 with pseudo-sequence DRB5_0101. The binding affinity (normalized) is 0.453.